Dataset: Forward reaction prediction with 1.9M reactions from USPTO patents (1976-2016). Task: Predict the product of the given reaction. (1) Given the reactants N1([C:7]([CH:9]2[CH2:17][C:16]3[C:11](=[CH:12][CH:13]=[CH:14][CH:15]=3)[N:10]2[C:18]2[N:23]=[CH:22][CH:21]=[CH:20][N:19]=2)=[O:8])CCCCC1.[OH-:24].[Na+], predict the reaction product. The product is: [N:19]1[CH:20]=[CH:21][CH:22]=[N:23][C:18]=1[N:10]1[C:11]2[C:16](=[CH:15][CH:14]=[CH:13][CH:12]=2)[CH2:17][CH:9]1[C:7]([OH:8])=[O:24]. (2) Given the reactants C1(P(C2C=CC=CC=2)C2C3OC4C(=CC=CC=4P(C4C=CC=CC=4)C4C=CC=CC=4)C(C)(C)C=3C=CC=2)C=CC=CC=1.C(=O)([O-])[O-].[Cs+].[Cs+].Br[C:50]1[N:55]=[C:54]([C:56]2([CH2:63][F:64])[NH:61][C:60](=[O:62])[CH2:59][O:58][CH2:57]2)[CH:53]=[CH:52][CH:51]=1.[Cl:65][C:66]1[CH:67]=[CH:68][C:69]([C:72]([NH2:74])=[O:73])=[N:70][CH:71]=1, predict the reaction product. The product is: [F:64][CH2:63][C:56]1([C:54]2[N:55]=[C:50]([NH:74][C:72]([C:69]3[CH:68]=[CH:67][C:66]([Cl:65])=[CH:71][N:70]=3)=[O:73])[CH:51]=[CH:52][CH:53]=2)[CH2:57][O:58][CH2:59][C:60](=[O:62])[NH:61]1. (3) Given the reactants [ClH:1].C(OC(=O)[NH:8][CH2:9][CH2:10][NH:11][S:12]([C:15]1[CH:20]=[C:19]([S:21]([C:24]2[CH:29]=[CH:28][CH:27]=[CH:26][CH:25]=2)(=[O:23])=[O:22])[CH:18]=[CH:17][C:16]=1[C:30]([F:33])([F:32])[F:31])(=[O:14])=[O:13])(C)(C)C, predict the reaction product. The product is: [ClH:1].[NH2:8][CH2:9][CH2:10][NH:11][S:12]([C:15]1[CH:20]=[C:19]([S:21]([C:24]2[CH:29]=[CH:28][CH:27]=[CH:26][CH:25]=2)(=[O:22])=[O:23])[CH:18]=[CH:17][C:16]=1[C:30]([F:32])([F:33])[F:31])(=[O:13])=[O:14]. (4) Given the reactants [NH2:1][C:2]1[CH:7]=[CH:6][CH:5]=[CH:4][N:3]=1.[CH:8]1([CH2:11][C:12](=O)[CH2:13][C:14](OC)=O)[CH2:10][CH2:9]1.[C:19](O)(=[O:21])C, predict the reaction product. The product is: [CH:8]1([CH2:11][CH2:12][C:13]2[N:1]=[C:2]3[CH:7]=[CH:6][CH:5]=[CH:4][N:3]3[C:19](=[O:21])[CH:14]=2)[CH2:9][CH2:10]1.